From a dataset of Reaction yield outcomes from USPTO patents with 853,638 reactions. Predict the reaction yield, written as a fraction of the theoretical maximum amount of product (1.0 means a 100% yield; for example, 0.34 means a 34% yield). (1) The reactants are [Cl:1][C:2]1[CH:3]=[C:4]([NH:10][C:11]([CH2:13][CH:14]([CH3:19])[CH2:15][C:16]([OH:18])=O)=[O:12])[CH:5]=[CH:6][C:7]=1[C:8]#[N:9].CCN(C(C)C)C(C)C.C(P1(=O)OP(CCC)(=O)OP(CCC)(=O)O1)CC.[NH2:47][C:48]1[CH:49]=[C:50]2[C:55](=[CH:56][CH:57]=1)[N:54]([CH2:58][C:59]#[CH:60])[C:53](=[O:61])[N:52]([CH2:62][CH3:63])[C:51]2=[O:64]. The catalyst is C(OCC)(=O)C.O. The product is [Cl:1][C:2]1[CH:3]=[C:4]([NH:10][C:11](=[O:12])[CH2:13][CH:14]([CH3:19])[CH2:15][C:16]([NH:47][C:48]2[CH:49]=[C:50]3[C:55](=[CH:56][CH:57]=2)[N:54]([CH2:58][C:59]#[CH:60])[C:53](=[O:61])[N:52]([CH2:62][CH3:63])[C:51]3=[O:64])=[O:18])[CH:5]=[CH:6][C:7]=1[C:8]#[N:9]. The yield is 0.210. (2) The reactants are Br[C:2]1[O:14][C:5]2[N:6]=[C:7]([S:12][CH3:13])[N:8]=[C:9]([O:10][CH3:11])[C:4]=2[C:3]=1[C:15]1[CH:20]=[CH:19][CH:18]=[CH:17][CH:16]=1.CC1(C)C(C)(C)OB([C:29]2[CH:34]=[CH:33][C:32]([C:35]3([NH:39][C:40](=[O:46])[O:41][C:42]([CH3:45])([CH3:44])[CH3:43])[CH2:38][CH2:37][CH2:36]3)=[CH:31][CH:30]=2)O1.[O-]P([O-])([O-])=O.[K+].[K+].[K+]. The catalyst is CN(C=O)C.O.C1C=CC([P]([Pd]([P](C2C=CC=CC=2)(C2C=CC=CC=2)C2C=CC=CC=2)([P](C2C=CC=CC=2)(C2C=CC=CC=2)C2C=CC=CC=2)[P](C2C=CC=CC=2)(C2C=CC=CC=2)C2C=CC=CC=2)(C2C=CC=CC=2)C2C=CC=CC=2)=CC=1. The product is [CH3:11][O:10][C:9]1[C:4]2[C:3]([C:15]3[CH:20]=[CH:19][CH:18]=[CH:17][CH:16]=3)=[C:2]([C:29]3[CH:30]=[CH:31][C:32]([C:35]4([NH:39][C:40](=[O:46])[O:41][C:42]([CH3:44])([CH3:43])[CH3:45])[CH2:36][CH2:37][CH2:38]4)=[CH:33][CH:34]=3)[O:14][C:5]=2[N:6]=[C:7]([S:12][CH3:13])[N:8]=1. The yield is 0.600. (3) The reactants are [Cl:1][C:2]1[C:10]2[O:9][CH2:8][O:7][C:6]=2[CH:5]=[C:4]([CH2:11]Cl)[CH:3]=1.[C-:13]#[N:14].[Na+].O. The catalyst is CS(C)=O. The product is [Cl:1][C:2]1[C:10]2[O:9][CH2:8][O:7][C:6]=2[CH:5]=[C:4]([CH2:11][C:13]#[N:14])[CH:3]=1. The yield is 0.580. (4) The reactants are [C:1]1([CH3:21])[CH:6]=[CH:5][C:4]([S:7]([N:10]2[CH:14]=[C:13]([CH2:15][C:16]([O:18][CH2:19][CH3:20])=[O:17])[N:12]=[CH:11]2)(=[O:9])=[O:8])=[CH:3][CH:2]=1.C[Si]([N-][Si](C)(C)C)(C)C.[Li+].C([C:34]([O:36][CH2:37][CH3:38])=[O:35])#N. The catalyst is C1COCC1. The product is [C:1]1([CH3:21])[CH:2]=[CH:3][C:4]([S:7]([N:10]2[CH:14]=[C:13]([CH:15]([C:34]([O:36][CH2:37][CH3:38])=[O:35])[C:16]([O:18][CH2:19][CH3:20])=[O:17])[N:12]=[CH:11]2)(=[O:9])=[O:8])=[CH:5][CH:6]=1. The yield is 0.320.